From a dataset of Catalyst prediction with 721,799 reactions and 888 catalyst types from USPTO. Predict which catalyst facilitates the given reaction. Reactant: C[O:2][C:3](=[O:52])[C@@H:4]([NH:20][C:21]([C@@H:23]1[CH2:32][C:31]2[CH:30]=[C:29]3[O:33][CH2:34][C@H:35]([C:37]4[CH:42]=[CH:41][C:40](O)=[CH:39][CH:38]=4)[O:36][C:28]3=[CH:27][C:26]=2[CH2:25][N:24]1[C:44](=[O:51])[C:45]1[CH:50]=[CH:49][CH:48]=[CH:47][CH:46]=1)=[O:22])[CH2:5][C:6]1[CH:11]=[CH:10][C:9]([C:12]2[CH:17]=[CH:16][N:15]=[C:14]([CH3:18])[C:13]=2[CH3:19])=[CH:8][CH:7]=1.C1(P(C2C=CC=CC=2)C2C=CC=CC=2)C=CC=CC=1.[CH3:72][C:73]([CH3:78])([CH3:77])[CH2:74][CH2:75][OH:76].CC(OC(/N=N/C(OC(C)C)=O)=O)C. Product: [C:44]([N:24]1[C@H:23]([C:21]([NH:20][C@@H:4]([CH2:5][C:6]2[CH:11]=[CH:10][C:9]([C:12]3[CH:17]=[CH:16][N:15]=[C:14]([CH3:18])[C:13]=3[CH3:19])=[CH:8][CH:7]=2)[C:3]([OH:52])=[O:2])=[O:22])[CH2:32][C:31]2[CH:30]=[C:29]3[O:33][CH2:34][C@H:35]([C:37]4[CH:42]=[CH:41][C:40]([O:76][CH2:75][CH2:74][C:73]([CH3:78])([CH3:77])[CH3:72])=[CH:39][CH:38]=4)[O:36][C:28]3=[CH:27][C:26]=2[CH2:25]1)(=[O:51])[C:45]1[CH:50]=[CH:49][CH:48]=[CH:47][CH:46]=1. The catalyst class is: 2.